Dataset: Reaction yield outcomes from USPTO patents with 853,638 reactions. Task: Predict the reaction yield, written as a fraction of the theoretical maximum amount of product (1.0 means a 100% yield; for example, 0.34 means a 34% yield). (1) The reactants are [NH2:1][C:2]1[C:3]2[C:11]([CH3:12])=[C:10]([C:13]([O:15]C(C)(C)C)=[O:14])[S:9][C:4]=2[NH:5][C:6](=[O:8])[N:7]=1.FC(F)(F)C(O)=O. The catalyst is C(Cl)Cl. The product is [NH2:1][C:2]1[C:3]2[C:11]([CH3:12])=[C:10]([C:13]([OH:15])=[O:14])[S:9][C:4]=2[NH:5][C:6](=[O:8])[N:7]=1. The yield is 0.820. (2) The reactants are CS(O[CH:6]1[CH2:11][CH2:10][N:9]([C:12]([O:14][C:15]([CH3:18])([CH3:17])[CH3:16])=[O:13])[CH2:8][CH2:7]1)(=O)=O.[F:19][C:20]1[CH:25]=[CH:24][C:23]([SH:26])=[CH:22][CH:21]=1.C([O-])([O-])=O.[K+].[K+]. The catalyst is C(#N)C. The product is [F:19][C:20]1[CH:25]=[CH:24][C:23]([S:26][CH:6]2[CH2:7][CH2:8][N:9]([C:12]([O:14][C:15]([CH3:16])([CH3:17])[CH3:18])=[O:13])[CH2:10][CH2:11]2)=[CH:22][CH:21]=1. The yield is 0.950. (3) The reactants are [C:1]([C@@H]1CCN(N)C1)([O:3][C:4]([CH3:7])([CH3:6])[CH3:5])=[O:2].[CH2:14]([N:16]([CH2:19][CH3:20])[CH2:17][CH3:18])[CH3:15].ClC1C2[C:26](=[CH:27][C:28]([CH3:32])=[CH:29][CH:30]=2)[N:25]=[C:24]([C:33]2[CH:38]=[CH:37][CH:36]=[CH:35][C:34]=2[OH:39])[N:23]=1.O.C[N:42](C=O)C. The catalyst is C(Cl)Cl. The product is [OH:39][C:34]1[CH:35]=[CH:36][CH:37]=[CH:38][C:33]=1[C:24]1[N:23]=[C:14]([N:16]2[CH2:19][CH2:20][C@@H:18]([NH:42][C:1](=[O:2])[O:3][C:4]([CH3:7])([CH3:6])[CH3:5])[CH2:17]2)[C:15]2[C:26](=[CH:27][C:28]([CH3:32])=[CH:29][CH:30]=2)[N:25]=1. The yield is 0.550. (4) The reactants are [OH:1][C:2]1[C:11]([CH2:12][CH2:13][C:14]([CH3:16])=[CH2:15])=[C:10]([O:17][CH3:18])[CH:9]=[C:8](/[CH:19]=[CH:20]/[C:21]2[CH:26]=[CH:25][CH:24]=[CH:23][CH:22]=2)[C:3]=1[C:4]([O:6][CH3:7])=[O:5].[C:27](Cl)(=[O:29])[CH3:28]. No catalyst specified. The product is [C:27]([O:1][C:2]1[C:11]([CH2:12][CH2:13][C:14]([CH3:16])=[CH2:15])=[C:10]([O:17][CH3:18])[CH:9]=[C:8](/[CH:19]=[CH:20]/[C:21]2[CH:22]=[CH:23][CH:24]=[CH:25][CH:26]=2)[C:3]=1[C:4]([O:6][CH3:7])=[O:5])(=[O:29])[CH3:28]. The yield is 0.820. (5) The catalyst is C1COCC1. The product is [C:10]([C:9]1[CH:12]=[CH:13][C:6]([O:5][CH2:4][CH2:3][CH2:2][O:1][C:24]2[CH:23]=[C:22]3[C:27](=[CH:26][CH:25]=2)[C@H:19]([CH2:18][C:17]([O:16][CH2:14][CH3:15])=[O:29])[CH2:20][CH2:21]3)=[N:7][CH:8]=1)#[N:11]. The yield is 0.800. The reactants are [OH:1][CH2:2][CH2:3][CH2:4][O:5][C:6]1[CH:13]=[CH:12][C:9]([C:10]#[N:11])=[CH:8][N:7]=1.[CH2:14]([O:16][C:17](=[O:29])[CH2:18][C@H:19]1[C:27]2[C:22](=[CH:23][C:24](O)=[CH:25][CH:26]=2)[CH2:21][CH2:20]1)[CH3:15].C1(P(C2C=CC=CC=2)C2C=CC=CC=2)C=CC=CC=1.N(C(N1CCCCC1)=O)=NC(N1CCCCC1)=O. (6) The reactants are [Br:1][C:2]1[CH:7]=[N:6][CH:5]=[C:4]2[NH:8][CH:9]=[CH:10][C:3]=12.[C:11](O[C:11]([O:13][C:14]([CH3:17])([CH3:16])[CH3:15])=[O:12])([O:13][C:14]([CH3:17])([CH3:16])[CH3:15])=[O:12].C(N(CC)CC)C. The catalyst is CN(C1C=CN=CC=1)C.C(#N)C. The product is [C:14]([O:13][C:11]([N:8]1[C:4]2=[CH:5][N:6]=[CH:7][C:2]([Br:1])=[C:3]2[CH:10]=[CH:9]1)=[O:12])([CH3:17])([CH3:16])[CH3:15]. The yield is 0.840. (7) The reactants are [NH2:1][C:2]1[S:3][CH:4]=[CH:5][N:6]=1.[CH3:7][C:8]([O:11][C:12](O[C:12]([O:11][C:8]([CH3:10])([CH3:9])[CH3:7])=[O:13])=[O:13])([CH3:10])[CH3:9]. The catalyst is CN(C1C=CN=CC=1)C. The yield is 0.860. The product is [C:8]([O:11][C:12](=[O:13])[NH:1][C:2]1[S:3][CH:4]=[CH:5][N:6]=1)([CH3:10])([CH3:9])[CH3:7]. (8) The reactants are Br[C:2]1[CH:7]=[CH:6][C:5]([N+:8]([O-:10])=[O:9])=[CH:4][N:3]=1.C(=O)([O-])[O-].[K+].[K+].[C:17]([O:21][C:22]([N:24]1[CH2:29][CH2:28][NH:27][CH2:26][CH2:25]1)=[O:23])([CH3:20])([CH3:19])[CH3:18]. The catalyst is [I-].C([N+](CCCC)(CCCC)CCCC)CCC.CS(C)=O.CCOC(C)=O.O. The product is [C:17]([O:21][C:22]([N:24]1[CH2:29][CH2:28][N:27]([C:2]2[CH:7]=[CH:6][C:5]([N+:8]([O-:10])=[O:9])=[CH:4][N:3]=2)[CH2:26][CH2:25]1)=[O:23])([CH3:20])([CH3:18])[CH3:19]. The yield is 0.930. (9) The reactants are [CH3:1][O:2][C:3]1[CH:4]=[C:5]2[C:10](=[CH:11][C:12]=1[O:13][CH3:14])[N:9]=[CH:8][N:7]=[C:6]2[O:15][C:16]1[CH:22]=[CH:21][C:19]([NH2:20])=[CH:18][CH:17]=1.[CH2:23]([N:25]([CH2:28][CH3:29])[CH2:26][CH3:27])[CH3:24].[C:30](Cl)(Cl)=[S:31].[CH2:34]([N:36](CC)CC(N)C)C. The catalyst is CN(C)C=O.C(OCC)(=O)C. The product is [CH3:1][O:2][C:3]1[CH:4]=[C:5]2[C:10](=[CH:11][C:12]=1[O:13][CH3:14])[N:9]=[CH:8][N:7]=[C:6]2[O:15][C:16]1[CH:22]=[CH:21][C:19]([NH:20][C:30]([NH:36][CH2:34][CH2:24][CH2:23][N:25]2[CH2:28][CH2:29][CH2:27][CH2:26]2)=[S:31])=[CH:18][CH:17]=1. The yield is 0.240. (10) The reactants are Br[C:2]1[C:11]2[C:6](=[CH:7][CH:8]=[C:9]([OH:12])[CH:10]=2)[N:5]=[C:4]([C:13]2[CH:18]=[C:17]([F:19])[C:16]([OH:20])=[C:15]([F:21])[CH:14]=2)[CH:3]=1.C[Si]([C:26]#[C:27][Sn](CCCC)(CCCC)CCCC)(C)C. No catalyst specified. The product is [F:21][C:15]1[CH:14]=[C:13]([C:4]2[CH:3]=[C:2]([C:26]#[CH:27])[C:11]3[C:6](=[CH:7][CH:8]=[C:9]([OH:12])[CH:10]=3)[N:5]=2)[CH:18]=[C:17]([F:19])[C:16]=1[OH:20]. The yield is 0.870.